Dataset: Forward reaction prediction with 1.9M reactions from USPTO patents (1976-2016). Task: Predict the product of the given reaction. (1) Given the reactants [C:1]([CH2:4][CH2:5][CH2:6][C:7]1[C:8](=[O:19])[C:9]2[C:14]([C:15](=[O:18])[C:16]=1[CH3:17])=[CH:13][CH:12]=[CH:11][CH:10]=2)([OH:3])=O.ON1C(=O)CCC1=O.CCN=C=NCCCN(C)C.[CH2:39]([NH2:42])[CH2:40][NH2:41], predict the reaction product. The product is: [NH2:41][CH2:40][CH2:39][NH:42][C:1]([CH2:4][CH2:5][CH2:6][C:7]1[C:8](=[O:19])[C:9]2[C:14]([C:15](=[O:18])[C:16]=1[CH3:17])=[CH:13][CH:12]=[CH:11][CH:10]=2)=[O:3]. (2) The product is: [Cl:1][C:2]1[CH:3]=[C:4]2[C:9](=[CH:10][C:11]=1[O:12][CH2:26][CH2:27][CH2:28][OH:29])[O:8][C:7]([CH3:14])([CH3:13])[CH:6]=[C:5]2[C:15]([F:16])([F:18])[F:17]. Given the reactants [Cl:1][C:2]1[CH:3]=[C:4]2[C:9](=[CH:10][C:11]=1[OH:12])[O:8][C:7]([CH3:14])([CH3:13])[CH:6]=[C:5]2[C:15]([F:18])([F:17])[F:16].C(=O)([O-])[O-].[Cs+].[Cs+].Br[CH2:26][CH2:27][CH2:28][OH:29], predict the reaction product.